This data is from Full USPTO retrosynthesis dataset with 1.9M reactions from patents (1976-2016). The task is: Predict the reactants needed to synthesize the given product. (1) Given the product [Cl:5][CH2:6][C:7]([C:15]1[CH:16]=[C:11]([CH3:10])[C:12]([OH:18])=[CH:13][C:14]=1[CH3:17])=[O:8], predict the reactants needed to synthesize it. The reactants are: [Cl-].[Cl-].[Cl-].[Al+3].[Cl:5][CH2:6][C:7](Cl)=[O:8].[CH3:10][C:11]1[CH:16]=[CH:15][C:14]([CH3:17])=[CH:13][C:12]=1[OH:18]. (2) Given the product [CH3:19][CH2:6][CH2:5][CH2:4][CH2:3][CH3:2].[Cl:1][C:2]1[S:10][C:9]2[S:8](=[O:12])(=[O:11])[N:7]([CH2:13][CH2:14][CH2:15][CH2:16][Br:17])[CH:6]=[CH:5][C:4]=2[CH:3]=1.[C:24]([O:18][CH2:5][CH3:6])(=[O:28])[CH3:25], predict the reactants needed to synthesize it. The reactants are: [Cl:1][C:2]1[S:10][C:9]2[S:8](=[O:12])(=[O:11])[N:7]([CH2:13][CH2:14][CH2:15][CH2:16][Br:17])[CH2:6][CH:5]([OH:18])[C:4]=2[CH:3]=1.[CH2:19](N([CH2:24][CH3:25])CC)C.CS(OS(C)(=O)=O)(=O)=[O:28]. (3) Given the product [CH2:19]([C:21]1[N:22]([CH2:34][C:35]#[C:36][C:2]2[CH:7]=[CH:6][CH:5]=[C:4]([C:8]([F:11])([F:10])[F:9])[CH:3]=2)[C:23]2[C:32]3[CH:31]=[CH:30][CH:29]=[CH:28][C:27]=3[N:26]=[CH:25][C:24]=2[N:33]=1)[CH3:20], predict the reactants needed to synthesize it. The reactants are: I[C:2]1[CH:3]=[C:4]([C:8]([F:11])([F:10])[F:9])[CH:5]=[CH:6][CH:7]=1.C(N(CC)CC)C.[CH2:19]([C:21]1[N:22]([CH2:34][C:35]#[CH:36])[C:23]2[C:32]3[CH:31]=[CH:30][CH:29]=[CH:28][C:27]=3[N:26]=[CH:25][C:24]=2[N:33]=1)[CH3:20]. (4) Given the product [CH:56]1([N:55]([CH3:54])[C:44](=[O:46])[C:43]2[CH:47]=[C:48]([N:12]3[CH2:17][CH2:16][N:15]([CH2:18][CH2:19][CH:20]([C:21]4[CH:26]=[CH:25][CH:24]=[CH:23][CH:22]=4)[C:27]4[CH:32]=[CH:31][CH:30]=[CH:29][CH:28]=4)[CH2:14][CH2:13]3)[CH:49]=[CH:50][C:42]=2[CH3:41])[CH2:61][CH2:60][CH2:59][CH2:58][CH2:57]1, predict the reactants needed to synthesize it. The reactants are: C(N(C1CCCCC1)C(=O)C1C=C([N:12]2[CH2:17][CH2:16][N:15]([CH2:18][CH2:19][CH:20]([C:27]3[CH:32]=[CH:31][CH:30]=[CH:29][CH:28]=3)[C:21]3[CH:26]=[CH:25][CH:24]=[CH:23][CH:22]=3)[CH2:14][CH2:13]2)C=CC=1F)C=C.[CH3:41][C:42]1[CH:50]=[CH:49][C:48]([N+]([O-])=O)=[CH:47][C:43]=1[C:44]([OH:46])=O.[CH3:54][NH:55][CH:56]1[CH2:61][CH2:60][CH2:59][CH2:58][CH2:57]1. (5) Given the product [CH3:17][C:18]1[CH:19]=[C:20]([C:2]2[CH:3]=[C:4]([NH:8][C:9]([C:10]3[CH:15]=[CH:14][CH:13]=[CH:12][CH:11]=3)=[O:16])[CH:5]=[N:6][CH:7]=2)[CH:21]=[CH:22][C:23]=1[CH3:24], predict the reactants needed to synthesize it. The reactants are: Br[C:2]1[CH:3]=[C:4]([NH:8][C:9](=[O:16])[C:10]2[CH:15]=[CH:14][CH:13]=[CH:12][CH:11]=2)[CH:5]=[N:6][CH:7]=1.[CH3:17][C:18]1[CH:19]=[C:20](B(O)O)[CH:21]=[CH:22][C:23]=1[CH3:24].C(=O)([O-])[O-].[K+].[K+].O. (6) The reactants are: [Cl:1][C:2]1[CH:30]=[CH:29][CH:28]=[C:27]([C:31]([F:34])([F:33])[F:32])[C:3]=1[C:4]([N:6]1[C:14]2[C:9](=[CH:10][CH:11]=[C:12]([C:15]#[CH:16])[CH:13]=2)[C:8]([C:17]2[CH:26]=[CH:25][C:20]([C:21]([O:23]C)=[O:22])=[CH:19][CH:18]=2)=[N:7]1)=[O:5].O.O[Li].O.Cl. Given the product [Cl:1][C:2]1[CH:30]=[CH:29][CH:28]=[C:27]([C:31]([F:34])([F:32])[F:33])[C:3]=1[C:4]([N:6]1[C:14]2[C:9](=[CH:10][CH:11]=[C:12]([C:15]#[CH:16])[CH:13]=2)[C:8]([C:17]2[CH:26]=[CH:25][C:20]([C:21]([OH:23])=[O:22])=[CH:19][CH:18]=2)=[N:7]1)=[O:5], predict the reactants needed to synthesize it. (7) Given the product [Cl:1][C:2]1[CH:19]=[C:18]([O:20][CH2:21][CH2:22][CH2:23][CH2:24][CH3:25])[CH:17]=[CH:16][C:3]=1[CH2:4][N:5]1[C:9]2[CH:10]=[C:11]([O:14][C:27]([CH3:34])([CH3:33])[C:28]([O:30][CH2:31][CH3:32])=[O:29])[CH:12]=[CH:13][C:8]=2[N:7]=[C:6]1[CH3:15], predict the reactants needed to synthesize it. The reactants are: [Cl:1][C:2]1[CH:19]=[C:18]([O:20][CH2:21][CH2:22][CH2:23][CH2:24][CH3:25])[CH:17]=[CH:16][C:3]=1[CH2:4][N:5]1[C:9]2[CH:10]=[C:11]([OH:14])[CH:12]=[CH:13][C:8]=2[N:7]=[C:6]1[CH3:15].Br[C:27]([CH3:34])([CH3:33])[C:28]([O:30][CH2:31][CH3:32])=[O:29].